Dataset: NCI-60 drug combinations with 297,098 pairs across 59 cell lines. Task: Regression. Given two drug SMILES strings and cell line genomic features, predict the synergy score measuring deviation from expected non-interaction effect. (1) Drug 1: CS(=O)(=O)C1=CC(=C(C=C1)C(=O)NC2=CC(=C(C=C2)Cl)C3=CC=CC=N3)Cl. Drug 2: C1CC(=O)NC(=O)C1N2C(=O)C3=CC=CC=C3C2=O. Cell line: SK-MEL-28. Synergy scores: CSS=0.818, Synergy_ZIP=4.63, Synergy_Bliss=8.03, Synergy_Loewe=1.58, Synergy_HSA=1.21. (2) Drug 1: C1CCN(CC1)CCOC2=CC=C(C=C2)C(=O)C3=C(SC4=C3C=CC(=C4)O)C5=CC=C(C=C5)O. Drug 2: C1C(C(OC1N2C=NC3=C2NC=NCC3O)CO)O. Cell line: OVCAR-8. Synergy scores: CSS=5.70, Synergy_ZIP=4.98, Synergy_Bliss=5.37, Synergy_Loewe=1.41, Synergy_HSA=0.130. (3) Drug 1: C1CN(P(=O)(OC1)NCCCl)CCCl. Drug 2: N.N.Cl[Pt+2]Cl. Cell line: A549. Synergy scores: CSS=53.3, Synergy_ZIP=-0.273, Synergy_Bliss=-0.409, Synergy_Loewe=-5.48, Synergy_HSA=2.02. (4) Drug 1: CC1=C(C(CCC1)(C)C)C=CC(=CC=CC(=CC(=O)O)C)C. Drug 2: C1CCC(C(C1)N)N.C(=O)(C(=O)[O-])[O-].[Pt+4]. Cell line: UO-31. Synergy scores: CSS=6.16, Synergy_ZIP=1.07, Synergy_Bliss=3.72, Synergy_Loewe=-8.55, Synergy_HSA=-2.58. (5) Drug 1: CC1=CC2C(CCC3(C2CCC3(C(=O)C)OC(=O)C)C)C4(C1=CC(=O)CC4)C. Drug 2: C1=NC2=C(N=C(N=C2N1C3C(C(C(O3)CO)O)O)F)N. Cell line: LOX IMVI. Synergy scores: CSS=1.83, Synergy_ZIP=1.42, Synergy_Bliss=-0.216, Synergy_Loewe=-2.76, Synergy_HSA=-3.14. (6) Drug 1: CCC1=CC2CC(C3=C(CN(C2)C1)C4=CC=CC=C4N3)(C5=C(C=C6C(=C5)C78CCN9C7C(C=CC9)(C(C(C8N6C)(C(=O)OC)O)OC(=O)C)CC)OC)C(=O)OC.C(C(C(=O)O)O)(C(=O)O)O. Drug 2: C1CCC(C(C1)N)N.C(=O)(C(=O)[O-])[O-].[Pt+4]. Cell line: TK-10. Synergy scores: CSS=10.1, Synergy_ZIP=-7.43, Synergy_Bliss=-1.63, Synergy_Loewe=-2.88, Synergy_HSA=0.336. (7) Drug 1: CCC1=CC2CC(C3=C(CN(C2)C1)C4=CC=CC=C4N3)(C5=C(C=C6C(=C5)C78CCN9C7C(C=CC9)(C(C(C8N6C)(C(=O)OC)O)OC(=O)C)CC)OC)C(=O)OC.C(C(C(=O)O)O)(C(=O)O)O. Drug 2: CN(CC1=CN=C2C(=N1)C(=NC(=N2)N)N)C3=CC=C(C=C3)C(=O)NC(CCC(=O)O)C(=O)O. Cell line: M14. Synergy scores: CSS=38.7, Synergy_ZIP=-7.63, Synergy_Bliss=-2.21, Synergy_Loewe=-5.76, Synergy_HSA=-0.586.